This data is from Peptide-MHC class II binding affinity with 134,281 pairs from IEDB. The task is: Regression. Given a peptide amino acid sequence and an MHC pseudo amino acid sequence, predict their binding affinity value. This is MHC class II binding data. (1) The peptide sequence is EKKYFAATQEEPLAA. The MHC is HLA-DQA10401-DQB10402 with pseudo-sequence HLA-DQA10401-DQB10402. The binding affinity (normalized) is 0.538. (2) The peptide sequence is GRKNGSFIIDGKSRK. The MHC is HLA-DQA10601-DQB10402 with pseudo-sequence HLA-DQA10601-DQB10402. The binding affinity (normalized) is 0.216. (3) The peptide sequence is TSLLISWGHYPLHLR. The MHC is HLA-DQA10501-DQB10201 with pseudo-sequence HLA-DQA10501-DQB10201. The binding affinity (normalized) is 0.284. (4) The peptide sequence is RDGQLTIKAERTEQK. The MHC is DRB1_1302 with pseudo-sequence DRB1_1302. The binding affinity (normalized) is 0.269. (5) The binding affinity (normalized) is 0. The peptide sequence is GRVIDLGCGRGGWCY. The MHC is HLA-DQA10501-DQB10302 with pseudo-sequence HLA-DQA10501-DQB10302. (6) The peptide sequence is QAYAATVAAAPQVKY. The MHC is HLA-DPA10201-DPB10501 with pseudo-sequence HLA-DPA10201-DPB10501. The binding affinity (normalized) is 0.239. (7) The peptide sequence is PRSLFPEFSELFAAF. The MHC is DRB1_1201 with pseudo-sequence DRB1_1201. The binding affinity (normalized) is 0.317. (8) The peptide sequence is QYIKANAKFIGITE. The MHC is DRB1_0301 with pseudo-sequence DRB1_0301. The binding affinity (normalized) is 0.464. (9) The peptide sequence is GQHTLPRCWLIRNGS. The MHC is H-2-IAb with pseudo-sequence H-2-IAb. The binding affinity (normalized) is 0.0677. (10) The peptide sequence is IGNRPGPSRGVQGFI. The MHC is H-2-IEd with pseudo-sequence H-2-IEd. The binding affinity (normalized) is 0.